This data is from Full USPTO retrosynthesis dataset with 1.9M reactions from patents (1976-2016). The task is: Predict the reactants needed to synthesize the given product. (1) Given the product [F:1][C:2]1[CH:3]=[CH:4][C:5]([CH2:8][C:9]2[CH:18]=[C:17]3[C:12]([C:13]([OH:26])=[C:14]([C:21]([NH:32][CH2:31][CH2:30][CH2:29][S:28][CH3:27])=[O:23])[C:15](=[O:20])[N:16]3[CH3:19])=[N:11][CH:10]=2)=[CH:6][CH:7]=1, predict the reactants needed to synthesize it. The reactants are: [F:1][C:2]1[CH:7]=[CH:6][C:5]([CH2:8][C:9]2[CH:18]=[C:17]3[C:12]([C:13]([OH:26])=[C:14]([C:21]([O:23]CC)=O)[C:15](=[O:20])[N:16]3[CH3:19])=[N:11][CH:10]=2)=[CH:4][CH:3]=1.[CH3:27][S:28][CH2:29][CH2:30][CH2:31][NH2:32]. (2) Given the product [Br:10][C:11]1[CH:12]=[CH:13][C:14]([Cl:28])=[C:15]([CH2:17][C:19]2[CH:24]=[CH:23][C:22]([O:25][CH2:26][CH3:27])=[CH:21][CH:20]=2)[CH:16]=1, predict the reactants needed to synthesize it. The reactants are: B(F)(F)F.CCOCC.[Br:10][C:11]1[CH:12]=[CH:13][C:14]([Cl:28])=[C:15]([C:17]([C:19]2[CH:24]=[CH:23][C:22]([O:25][CH2:26][CH3:27])=[CH:21][CH:20]=2)=O)[CH:16]=1.[SiH](CC)(CC)CC.[OH-].[K+]. (3) Given the product [Cl:1][C:2]1[C:3]([O:21][CH3:22])=[C:4]2[N:10]=[C:9]([C:11]3[CH:20]=[CH:19][C:14]([O:15][CH2:16][CH2:17][Cl:25])=[CH:13][CH:12]=3)[NH:8][C:5]2=[N:6][CH:7]=1, predict the reactants needed to synthesize it. The reactants are: [Cl:1][C:2]1[C:3]([O:21][CH3:22])=[C:4]2[N:10]=[C:9]([C:11]3[CH:20]=[CH:19][C:14]([O:15][CH2:16][CH2:17]O)=[CH:13][CH:12]=3)[NH:8][C:5]2=[N:6][CH:7]=1.O=S(Cl)[Cl:25]. (4) Given the product [C:42]12([CH2:52][C:53]([NH:55][CH2:56][CH2:57][O:58][CH2:59][CH2:60][NH:61][C:20](=[O:22])[CH2:19][CH2:18][CH2:17][N:11]3[C:12]([CH3:15])([CH3:16])[C:13](=[O:14])[N:9]([C:6]4[CH:7]=[CH:8][C:3]([C:1]#[N:2])=[C:4]([C:24]([F:27])([F:25])[F:26])[CH:5]=4)[C:10]3=[S:23])=[O:54])[CH2:49][CH:48]3[CH2:47][CH:46]([CH2:45][CH:44]([CH2:50]3)[CH2:43]1)[CH2:51]2, predict the reactants needed to synthesize it. The reactants are: [C:1]([C:3]1[CH:8]=[CH:7][C:6]([N:9]2[C:13](=[O:14])[C:12]([CH3:16])([CH3:15])[N:11]([CH2:17][CH2:18][CH2:19][C:20]([OH:22])=O)[C:10]2=[S:23])=[CH:5][C:4]=1[C:24]([F:27])([F:26])[F:25])#[N:2].C(Cl)CCl.C1C=CC2N(O)N=NC=2C=1.[C:42]12([CH2:52][C:53]([NH:55][CH2:56][CH2:57][O:58][CH2:59][CH2:60][NH2:61])=[O:54])[CH2:51][CH:46]3[CH2:47][CH:48]([CH2:50][CH:44]([CH2:45]3)[CH2:43]1)[CH2:49]2. (5) The reactants are: [CH2:1]1[C:6]2[NH:7][C:8]3[C:13]([C:5]=2[CH2:4][CH2:3][N:2]1[CH:14]([CH3:19])[C:15]([O:17]C)=[O:16])=[CH:12][CH:11]=[CH:10][CH:9]=3.C1COCC1.CO.O.[OH-].[Li+]. Given the product [CH2:1]1[C:6]2[NH:7][C:8]3[C:13]([C:5]=2[CH2:4][CH2:3][N:2]1[CH:14]([CH3:19])[C:15]([OH:17])=[O:16])=[CH:12][CH:11]=[CH:10][CH:9]=3, predict the reactants needed to synthesize it. (6) Given the product [Cl:12][CH2:2][C:3]1[C:4]([CH3:9])=[N:5][CH:6]=[CH:7][CH:8]=1, predict the reactants needed to synthesize it. The reactants are: O[CH2:2][C:3]1[C:4]([CH3:9])=[N:5][CH:6]=[CH:7][CH:8]=1.S(Cl)([Cl:12])=O. (7) Given the product [CH:24]1([CH2:27][C:28]2[O:32][C:31]([NH:33][C:8]([CH:10]3[C:11]4[CH:12]=[CH:13][CH:14]=[CH:15][C:16]=4[O:17][C:18]4[C:19]3=[CH:20][CH:21]=[CH:22][CH:23]=4)=[O:9])=[N:30][N:29]=2)[CH2:26][CH2:25]1, predict the reactants needed to synthesize it. The reactants are: CC1C=C(C)N([C:8]([CH:10]2[C:23]3[CH:22]=[CH:21][CH:20]=[CH:19][C:18]=3[O:17][C:16]3[C:11]2=[CH:12][CH:13]=[CH:14][CH:15]=3)=[O:9])N=1.[CH:24]1([CH2:27][C:28]2[O:32][C:31]([NH2:33])=[N:30][N:29]=2)[CH2:26][CH2:25]1. (8) Given the product [Cl:6][C:7]1[CH:8]=[C:9]([NH:14][C:15]([N:17]2[CH2:22][CH2:21][N:20]([CH2:23][CH2:24][CH2:25][N:40]3[CH2:41][CH2:42][C:37]4([CH2:35][CH2:36]4)[C@H:38]([OH:43])[CH2:39]3)[C:19](=[O:27])[C@@H:18]2[CH3:28])=[O:16])[CH:10]=[CH:11][C:12]=1[Cl:13], predict the reactants needed to synthesize it. The reactants are: C(=O)([O-])O.[Na+].[Cl:6][C:7]1[CH:8]=[C:9]([NH:14][C:15]([N:17]2[CH2:22][CH2:21][N:20]([CH2:23][CH2:24][CH2:25]O)[C:19](=[O:27])[C@@H:18]2[CH3:28])=[O:16])[CH:10]=[CH:11][C:12]=1[Cl:13].[Br-].[K+].Cl[O-].[Na+].Cl.[CH2:35]1[C:37]2([CH2:42][CH2:41][NH:40][CH2:39][C@H:38]2[OH:43])[CH2:36]1.C(N(CC)CC)C.C(O)(=O)C.C(O[BH-](OC(=O)C)OC(=O)C)(=O)C.[Na+].N. (9) Given the product [Cl:19][C:17]1[CH:18]=[C:13]([C:10]2[CH:11]=[CH:12][C:7]([CH:2]([CH3:1])[C:3]([OH:5])=[O:4])=[CH:8][C:9]=2[F:21])[CH:14]=[C:15]([Cl:20])[CH:16]=1, predict the reactants needed to synthesize it. The reactants are: [CH3:1][C:2]([C:7]1[CH:12]=[CH:11][C:10]([C:13]2[CH:18]=[C:17]([Cl:19])[CH:16]=[C:15]([Cl:20])[CH:14]=2)=[C:9]([F:21])[CH:8]=1)(C)[C:3]([OH:5])=[O:4].ClC1C=C(C2C=CC(C3(C(O)=O)CC3)=CC=2F)C=C(Cl)C=1.